From a dataset of Full USPTO retrosynthesis dataset with 1.9M reactions from patents (1976-2016). Predict the reactants needed to synthesize the given product. (1) Given the product [F:25][C:24]([F:27])([F:26])[C:22]([OH:28])=[O:23].[I:1][C:2]1[CH:7]=[CH:6][C:5]([O:8][CH:9]2[CH2:14][CH2:13][NH:12][CH2:11][CH2:10]2)=[CH:4][CH:3]=1, predict the reactants needed to synthesize it. The reactants are: [I:1][C:2]1[CH:7]=[CH:6][C:5]([O:8][CH:9]2[CH2:14][CH2:13][N:12](C(OC(C)(C)C)=O)[CH2:11][CH2:10]2)=[CH:4][CH:3]=1.[C:22]([OH:28])([C:24]([F:27])([F:26])[F:25])=[O:23]. (2) Given the product [CH2:1]([O:3][CH:4]([O:6][CH:7]([CH:10]([O:23][CH3:24])[C:11]1[CH:16]=[CH:15][C:14]([N:17]2[CH2:18][CH2:19][O:20][CH2:21][CH2:22]2)=[CH:13][CH:12]=1)/[C:8](=[N:25]/[OH:26])/[NH2:9])[CH3:5])[CH3:2], predict the reactants needed to synthesize it. The reactants are: [CH2:1]([O:3][CH:4]([O:6][CH:7]([CH:10]([O:23][CH3:24])[C:11]1[CH:16]=[CH:15][C:14]([N:17]2[CH2:22][CH2:21][O:20][CH2:19][CH2:18]2)=[CH:13][CH:12]=1)[C:8]#[N:9])[CH3:5])[CH3:2].[NH2:25][OH:26].Cl.C([O-])(O)=O.[Na+]. (3) The reactants are: Cl[C:2]1[N:7]=[C:6]([N:8]([CH3:18])[C:9]2[C:17]3[O:16][CH:15]=[N:14][C:13]=3[CH:12]=[CH:11][CH:10]=2)[CH:5]=[CH:4][N:3]=1.[N:19]1([C:25]2[CH:26]=[C:27]([CH:29]=[C:30]([N:32]3[CH2:37][CH2:36][O:35][CH2:34][CH2:33]3)[CH:31]=2)[NH2:28])[CH2:24][CH2:23][O:22][CH2:21][CH2:20]1. Given the product [O:16]1[C:17]2[C:9]([N:8]([CH3:18])[C:6]3[CH:5]=[CH:4][N:3]=[C:2]([NH:28][C:27]4[CH:26]=[C:25]([N:19]5[CH2:24][CH2:23][O:22][CH2:21][CH2:20]5)[CH:31]=[C:30]([N:32]5[CH2:37][CH2:36][O:35][CH2:34][CH2:33]5)[CH:29]=4)[N:7]=3)=[CH:10][CH:11]=[CH:12][C:13]=2[N:14]=[CH:15]1, predict the reactants needed to synthesize it.